This data is from Forward reaction prediction with 1.9M reactions from USPTO patents (1976-2016). The task is: Predict the product of the given reaction. (1) Given the reactants [CH2:1]1[CH:5]2[CH2:6][NH:7][CH2:8][CH:4]2[CH2:3][N:2]1[C:9]([C:11]1[CH:16]=[CH:15][C:14]([O:17][CH3:18])=[CH:13][C:12]=1[N:19]1[N:23]=[CH:22][CH:21]=[N:20]1)=[O:10].Cl[C:25]1[N:30]=[CH:29][N:28]=[C:27]([N:31]([CH3:33])[CH3:32])[CH:26]=1, predict the reaction product. The product is: [CH3:32][N:31]([CH3:33])[C:27]1[N:28]=[CH:29][N:30]=[C:25]([N:7]2[CH2:6][CH:5]3[CH2:1][N:2]([C:9]([C:11]4[CH:16]=[CH:15][C:14]([O:17][CH3:18])=[CH:13][C:12]=4[N:19]4[N:20]=[CH:21][CH:22]=[N:23]4)=[O:10])[CH2:3][CH:4]3[CH2:8]2)[CH:26]=1. (2) The product is: [CH3:14][C:15]1[CH:23]=[CH:22][C:21]([CH3:24])=[C:20]2[C:16]=1[CH:17]=[C:18]([C:25]([NH:1][C@@H:2]1[CH2:6][CH2:5][NH:4][CH2:3]1)=[O:26])[NH:19]2. Given the reactants [NH2:1][C@@H:2]1[CH2:6][CH2:5][N:4](C(OC(C)(C)C)=O)[CH2:3]1.[CH3:14][C:15]1[CH:23]=[CH:22][C:21]([CH3:24])=[C:20]2[C:16]=1[CH:17]=[C:18]([C:25](O)=[O:26])[NH:19]2.N, predict the reaction product. (3) Given the reactants [CH2:1]([O:3][C:4]1[C:9]([C:10]2[CH:15]=[CH:14][C:13]([C@H:16]([NH2:18])[CH3:17])=[CH:12][CH:11]=2)=[CH:8][CH:7]=[CH:6][N:5]=1)[CH3:2].C(N(CC)CC)C.[F:26][C:27]([F:40])([F:39])[O:28][C:29]1[CH:34]=[CH:33][CH:32]=[CH:31][C:30]=1[S:35](Cl)(=[O:37])=[O:36], predict the reaction product. The product is: [CH2:1]([O:3][C:4]1[C:9]([C:10]2[CH:15]=[CH:14][C:13]([C@H:16]([NH:18][S:35]([C:30]3[CH:31]=[CH:32][CH:33]=[CH:34][C:29]=3[O:28][C:27]([F:26])([F:39])[F:40])(=[O:37])=[O:36])[CH3:17])=[CH:12][CH:11]=2)=[CH:8][CH:7]=[CH:6][N:5]=1)[CH3:2]. (4) Given the reactants [CH2:1]([N:8]([CH2:21][CH2:22][N:23]1[CH2:29][C:28](=[O:30])[C:27]([CH:32]2[CH2:35][CH2:34][CH2:33]2)([OH:31])[C:26]2[CH:36]=[CH:37][CH:38]=[CH:39][C:25]=2[CH2:24]1)S(C1C=CC=CC=1[N+]([O-])=O)(=O)=O)[C:2]1[CH:7]=[CH:6][CH:5]=[CH:4][CH:3]=1.C([O-])([O-])=O.[K+].[K+].C1(S)C=CC=CC=1.O, predict the reaction product. The product is: [CH2:1]([NH:8][CH2:21][CH2:22][N:23]1[CH2:29][C:28](=[O:30])[C:27]([CH:32]2[CH2:35][CH2:34][CH2:33]2)([OH:31])[C:26]2[CH:36]=[CH:37][CH:38]=[CH:39][C:25]=2[CH2:24]1)[C:2]1[CH:3]=[CH:4][CH:5]=[CH:6][CH:7]=1. (5) Given the reactants C([N:8]1[CH2:13][CH2:12][N:11]([CH2:14][C:15]2[N:24]=[C:23]([O:25][CH2:26][CH2:27][CH2:28][N:29]([CH3:31])[CH3:30])[C:22]3[C:17](=[CH:18][CH:19]=[CH:20][CH:21]=3)[N:16]=2)[CH2:10][CH2:9]1)C1C=CC=CC=1.C([O-])=O.[NH4+], predict the reaction product. The product is: [CH3:31][N:29]([CH3:30])[CH2:28][CH2:27][CH2:26][O:25][C:23]1[C:22]2[C:17](=[CH:18][CH:19]=[CH:20][CH:21]=2)[N:16]=[C:15]([CH2:14][N:11]2[CH2:10][CH2:9][NH:8][CH2:13][CH2:12]2)[N:24]=1.